Task: Predict the reactants needed to synthesize the given product.. Dataset: Full USPTO retrosynthesis dataset with 1.9M reactions from patents (1976-2016) (1) Given the product [F:51][C:50]([F:53])([F:52])[C:48]([OH:54])=[O:49].[CH3:8][C:9]1[CH:14]=[C:13]([C:15]2[C:19]3[CH:20]=[C:21]4[C:26](=[CH:27][C:18]=3[NH:17][N:16]=2)[NH:25][C:24](=[O:28])[NH:23][CH2:22]4)[CH:12]=[CH:11][N:10]=1, predict the reactants needed to synthesize it. The reactants are: [SiH](CC)(CC)CC.[CH3:8][C:9]1[CH:14]=[C:13]([C:15]2[C:19]3[CH:20]=[C:21]4[C:26](=[CH:27][C:18]=3[N:17](C(C3C=CC=CC=3)(C3C=CC=CC=3)C3C=CC=CC=3)[N:16]=2)[NH:25][C:24](=[O:28])[NH:23][CH2:22]4)[CH:12]=[CH:11][N:10]=1.[C:48]([OH:54])([C:50]([F:53])([F:52])[F:51])=[O:49]. (2) Given the product [F:1][C:2]1[CH:3]=[CH:4][C:5]([CH2:6][N:7]2[C:11]3=[CH:12][N:13]=[C:14]([C:17]([O:19][CH3:20])=[O:18])[C:15]([O:16][S:32]([C:31]([F:44])([F:43])[F:30])(=[O:34])=[O:33])=[C:10]3[CH:9]=[CH:8]2)=[CH:21][CH:22]=1, predict the reactants needed to synthesize it. The reactants are: [F:1][C:2]1[CH:22]=[CH:21][C:5]([CH2:6][N:7]2[C:11]3=[CH:12][N:13]=[C:14]([C:17]([O:19][CH3:20])=[O:18])[C:15]([OH:16])=[C:10]3[CH:9]=[CH:8]2)=[CH:4][CH:3]=1.C(N(CC)CC)C.[F:30][C:31]([F:44])([F:43])[S:32](O[S:32]([C:31]([F:44])([F:43])[F:30])(=[O:34])=[O:33])(=[O:34])=[O:33]. (3) Given the product [Cl:3][C:4]1[N:5]=[C:6]([CH3:12])[C:7]([CH2:8][OH:9])=[CH:10][CH:11]=1, predict the reactants needed to synthesize it. The reactants are: [BH4-].[Na+].[Cl:3][C:4]1[CH:11]=[CH:10][C:7]([CH:8]=[O:9])=[C:6]([CH3:12])[N:5]=1. (4) The reactants are: [Li][CH2:2][CH2:3][CH2:4][CH3:5].CCCCCC.CC1(C)CCCC(C)(C)N1.C[Si](C)(C)[N:24]1[CH2:30][CH2:29][CH2:28][CH2:27]C[C:25]1=[O:31].Cl[C:35]1[CH:40]=[CH:39]C=[CH:37][C:36]=1[O:41][CH3:42].C(I)C. Given the product [CH2:4]([C:3]1([C:2]2[CH:39]=[CH:40][CH:35]=[C:36]([O:41][CH3:42])[CH:37]=2)[CH2:27][CH2:28][CH2:29][CH2:30][NH:24][C:25]1=[O:31])[CH3:5], predict the reactants needed to synthesize it. (5) Given the product [Br:1][CH2:2][CH2:3][CH2:4][O:5][C:6]1[CH:7]=[CH:8][C:9]([CH2:10][NH:11][C:12]2[N:17]=[C:16]([O:18][CH2:19][C:20]([F:23])([F:21])[F:22])[N:15]=[C:14]([NH:24][C:25]3[CH:33]=[CH:32][C:28]([C:29]([N:64]4[CH2:65][CH2:66][C:62]5([CH2:58][N:59]([C:67]([O:69][C:70]([CH3:71])([CH3:72])[CH3:73])=[O:68])[CH2:60][CH2:61]5)[CH2:63]4)=[O:31])=[CH:27][CH:26]=3)[N:13]=2)=[CH:34][CH:35]=1, predict the reactants needed to synthesize it. The reactants are: [Br:1][CH2:2][CH2:3][CH2:4][O:5][C:6]1[CH:35]=[CH:34][C:9]([CH2:10][NH:11][C:12]2[N:17]=[C:16]([O:18][CH2:19][C:20]([F:23])([F:22])[F:21])[N:15]=[C:14]([NH:24][C:25]3[CH:33]=[CH:32][C:28]([C:29]([OH:31])=O)=[CH:27][CH:26]=3)[N:13]=2)=[CH:8][CH:7]=1.F[B-](F)(F)F.N1(OC(N(C)C)=[N+](C)C)C2C=CC=CC=2N=N1.[CH2:58]1[C:62]2([CH2:66][CH2:65][NH:64][CH2:63]2)[CH2:61][CH2:60][N:59]1[C:67]([O:69][C:70]([CH3:73])([CH3:72])[CH3:71])=[O:68].CCN(C(C)C)C(C)C. (6) Given the product [CH3:1][C:2]1[CH:3]=[CH:4][C:5]([NH:12][C:13]2[N:18]=[C:17]([N:19]([C:21]3[CH:22]=[CH:23][C:24]4[C:28]([CH:29]=3)=[N:27][N:26]([CH3:30])[C:25]=4[CH3:31])[CH3:20])[CH:16]=[CH:15][N:14]=2)=[CH:6][C:7]=1[S:8]([NH2:11])(=[O:9])=[O:10], predict the reactants needed to synthesize it. The reactants are: [CH3:1][C:2]1[CH:3]=[CH:4][C:5]([NH:12][C:13]2[N:18]=[C:17]([N:19]([C:21]3[CH:22]=[CH:23][C:24]4[C:28]([CH:29]=3)=[N:27][N:26]([CH3:30])[C:25]=4[CH3:31])[CH3:20])[CH:16]=[CH:15][N:14]=2)=[CH:6][C:7]=1[S:8]([NH2:11])(=[O:10])=[O:9].Cl.C(ON)(=O)C(C)=C. (7) Given the product [Cl:8][C:5]1[CH:6]=[CH:7][C:2]([CH:17]=[O:18])=[C:3]([CH:9]([O:13][CH2:14][CH3:15])[O:10][CH2:11][CH3:12])[CH:4]=1, predict the reactants needed to synthesize it. The reactants are: Br[C:2]1[CH:7]=[CH:6][C:5]([Cl:8])=[CH:4][C:3]=1[CH:9]([O:13][CH2:14][CH3:15])[O:10][CH2:11][CH3:12].C[CH:17]1CCC[O:18]1.C([Li])CCC.CN(C=O)C. (8) Given the product [C:1]([NH:5][C:6]([C:8]1[N:9]([CH2:30][CH3:31])[C:10]2[C:15]([N:16]=1)=[C:14]([NH:17][C@H:18]1[CH2:22][CH2:21][NH:20][CH2:19]1)[N:13]=[CH:12][N:11]=2)=[O:7])([CH3:4])([CH3:2])[CH3:3], predict the reactants needed to synthesize it. The reactants are: [C:1]([NH:5][C:6]([C:8]1[N:9]([CH2:30][CH3:31])[C:10]2[C:15]([N:16]=1)=[C:14]([NH:17][C@H:18]1[CH2:22][CH2:21][N:20](C(OC(C)(C)C)=O)[CH2:19]1)[N:13]=[CH:12][N:11]=2)=[O:7])([CH3:4])([CH3:3])[CH3:2].FC(F)(F)C(O)=O. (9) The reactants are: [CH2:1]([N:8]([CH3:23])[S:9]([C:12]1[CH:13]=[C:14]2[C:18](=[CH:19][CH:20]=1)[NH:17][C:16](=[O:21])[C:15]2=[O:22])(=[O:11])=[O:10])[C:2]1[CH:7]=[CH:6][CH:5]=[CH:4][CH:3]=1.[CH2:24](O)[CH2:25][CH2:26][OH:27].O.C1(C)C=CC(S(O)(=O)=O)=CC=1. Given the product [CH2:1]([N:8]([CH3:23])[S:9]([C:12]1[CH:13]=[C:14]2[C:18](=[CH:19][CH:20]=1)[NH:17][C:16](=[O:21])[C:15]12[O:27][CH2:26][CH2:25][CH2:24][O:22]1)(=[O:11])=[O:10])[C:2]1[CH:7]=[CH:6][CH:5]=[CH:4][CH:3]=1, predict the reactants needed to synthesize it. (10) Given the product [F:1][C:2]1[C:7]([N:8]2[CH2:13][CH2:12][N:11]([CH3:14])[CH2:10][CH2:9]2)=[CH:6][CH:5]=[C:4]([NH2:15])[C:3]=1[NH2:18], predict the reactants needed to synthesize it. The reactants are: [F:1][C:2]1[C:7]([N:8]2[CH2:13][CH2:12][N:11]([CH3:14])[CH2:10][CH2:9]2)=[CH:6][CH:5]=[C:4]([N+:15]([O-])=O)[C:3]=1[NH2:18].Cl.O(N)C.N1C=CC=CC=1.